From a dataset of Full USPTO retrosynthesis dataset with 1.9M reactions from patents (1976-2016). Predict the reactants needed to synthesize the given product. (1) Given the product [NH:1]1[C:9]2[C:4](=[CH:5][CH:6]=[C:7]([NH:10][C:11]3[C:12]4[CH:30]=[CH:29][NH:28][C:13]=4[N:14]=[C:15]([NH:17][C:18]4[CH:19]=[CH:20][C:21]([S:24]([NH2:27])(=[O:26])=[O:25])=[CH:22][CH:23]=4)[N:16]=3)[CH:8]=2)[CH:3]=[N:2]1, predict the reactants needed to synthesize it. The reactants are: [NH:1]1[C:9]2[C:4](=[CH:5][CH:6]=[C:7]([NH:10][C:11]3[C:12]4[CH:30]=[CH:29][N:28](S(C5C=CC(C)=CC=5)(=O)=O)[C:13]=4[N:14]=[C:15]([NH:17][C:18]4[CH:23]=[CH:22][C:21]([S:24]([NH2:27])(=[O:26])=[O:25])=[CH:20][CH:19]=4)[N:16]=3)[CH:8]=2)[CH:3]=[N:2]1.[OH-].[K+]. (2) Given the product [CH3:1][CH2:2][NH:3][C:4]([N:6]([C:13]([C@H:15]1[CH2:30][N:29]([CH2:31][CH:32]=[CH2:33])[C@H:28]2[C@@H:17]([C:18]3[C:23]4[C:24]([CH2:27]2)=[CH:25][NH:26][C:22]=4[CH:21]=[CH:20][CH:19]=3)[CH2:16]1)=[O:14])[CH2:7][CH2:8][CH2:9][N:10]([CH3:12])[CH3:11])=[O:5].[C:17]1([CH3:16])[CH:28]=[CH:27][CH:24]=[CH:23][CH:18]=1, predict the reactants needed to synthesize it. The reactants are: [CH3:1][CH2:2][NH:3][C:4]([N:6]([C:13]([C@H:15]1[CH2:30][N:29]([CH2:31][CH:32]=[CH2:33])[C@H:28]2[C@@H:17]([C:18]3[C:23]4[C:24]([CH2:27]2)=[CH:25][NH:26][C:22]=4[CH:21]=[CH:20][CH:19]=3)[CH2:16]1)=[O:14])[CH2:7][CH2:8][CH2:9][N:10]([CH3:12])[CH3:11])=[O:5]. (3) The reactants are: Cl[C:2]1[CH:7]=[C:6]([O:8][CH2:9][C:10]#[C:11][CH3:12])[N:5]=[CH:4][N:3]=1.C(=O)([O-])[O-].[K+].[K+].[F:19][C:20]1[C:25]([F:26])=[CH:24][C:23]([F:27])=[C:22]([F:28])[C:21]=1[OH:29].[Cl-].[NH4+]. Given the product [F:19][C:20]1[C:25]([F:26])=[CH:24][C:23]([F:27])=[C:22]([F:28])[C:21]=1[O:29][C:2]1[CH:7]=[C:6]([O:8][CH2:9][C:10]#[C:11][CH3:12])[N:5]=[CH:4][N:3]=1, predict the reactants needed to synthesize it. (4) Given the product [C:35]([N:4]1[C:5]2[C:10](=[CH:9][C:8]([F:25])=[CH:7][CH:6]=2)[C@H:11]([NH:14][C:15](=[O:24])[O:16][CH2:17][C:18]2[CH:19]=[CH:20][CH:21]=[CH:22][CH:23]=2)[C@@H:12]([CH3:13])[C@@H:3]1[CH2:1][CH3:2])(=[O:37])[CH3:36], predict the reactants needed to synthesize it. The reactants are: [CH2:1]([C@H:3]1[C@H:12]([CH3:13])[C@@H:11]([NH:14][C:15](=[O:24])[O:16][CH2:17][C:18]2[CH:23]=[CH:22][CH:21]=[CH:20][CH:19]=2)[C:10]2[C:5](=[CH:6][CH:7]=[C:8]([F:25])[CH:9]=2)[NH:4]1)[CH3:2].CCN(C(C)C)C(C)C.[C:35](Cl)(=[O:37])[CH3:36]. (5) Given the product [Br:1][C:2]1[S:6][C:5]([S:7]([N:22]2[CH2:23][CH2:24][N:19]([CH3:18])[CH2:20][CH2:21]2)(=[O:9])=[O:8])=[CH:4][CH:3]=1, predict the reactants needed to synthesize it. The reactants are: [Br:1][C:2]1[S:6][C:5]([S:7](Cl)(=[O:9])=[O:8])=[CH:4][CH:3]=1.C(N(CC)CC)C.[CH3:18][N:19]1[CH2:24][CH2:23][NH:22][CH2:21][CH2:20]1. (6) Given the product [CH2:24]([O:23][C:22]1[CH:21]=[CH:20][C:19]([C:31]2[CH:36]=[N:35][C:34]([CH3:37])=[CH:33][CH:32]=2)=[CH:18][C:17]=1[CH2:16][NH:15][CH:12]1[CH2:13][CH2:14][CH:9]([N:8]([CH3:29])[C:1](=[O:2])[O:3][C:4]([CH3:7])([CH3:6])[CH3:5])[CH2:10][CH2:11]1)[CH3:25], predict the reactants needed to synthesize it. The reactants are: [C:1]([N:8]([CH3:29])[CH:9]1[CH2:14][CH2:13][CH:12]([NH:15][CH2:16][C:17]2[CH:18]=[C:19](B(O)O)[CH:20]=[CH:21][C:22]=2[O:23][CH2:24][CH3:25])[CH2:11][CH2:10]1)([O:3][C:4]([CH3:7])([CH3:6])[CH3:5])=[O:2].Br[C:31]1[CH:32]=[CH:33][C:34]([CH3:37])=[N:35][CH:36]=1. (7) The reactants are: [CH3:1][O:2][C:3]1[CH:4]=[C:5]2[C:10](=[CH:11][C:12]=1[O:13][CH3:14])[N:9]=[CH:8][CH:7]=[C:6]2[O:15][C:16]1[CH:21]=[CH:20][C:19]([NH:22][C:23](=O)[CH2:24][O:25][C:26]2[CH:31]=[C:30]([Cl:32])[CH:29]=[CH:28][C:27]=2[Cl:33])=[CH:18][CH:17]=1.Cl.[OH-].[Na+]. Given the product [Cl:33][C:27]1[CH:28]=[CH:29][C:30]([Cl:32])=[CH:31][C:26]=1[O:25][CH2:24][CH2:23][NH:22][C:19]1[CH:20]=[CH:21][C:16]([O:15][C:6]2[C:5]3[C:10](=[CH:11][C:12]([O:13][CH3:14])=[C:3]([O:2][CH3:1])[CH:4]=3)[N:9]=[CH:8][CH:7]=2)=[CH:17][CH:18]=1, predict the reactants needed to synthesize it. (8) Given the product [Cl:41][C:25]1[C:26]([NH:28][C:29]2[CH:34]=[CH:33][CH:32]=[CH:31][C:30]=2[S:35]([CH:38]([CH3:40])[CH3:39])(=[O:37])=[O:36])=[N:27][C:22]([NH:20][C:4]2[CH:5]=[CH:6][C:7]3[CH2:13][CH2:12][CH:11]([N:14]4[CH2:19][CH2:18][O:17][CH2:16][CH2:15]4)[CH2:10][CH2:9][C:8]=3[C:3]=2[O:2][CH3:1])=[N:23][CH:24]=1, predict the reactants needed to synthesize it. The reactants are: [CH3:1][O:2][C:3]1[C:8]2[CH2:9][CH2:10][CH:11]([N:14]3[CH2:19][CH2:18][O:17][CH2:16][CH2:15]3)[CH2:12][CH2:13][C:7]=2[CH:6]=[CH:5][C:4]=1[NH2:20].Cl[C:22]1[N:27]=[C:26]([NH:28][C:29]2[CH:34]=[CH:33][CH:32]=[CH:31][C:30]=2[S:35]([CH:38]([CH3:40])[CH3:39])(=[O:37])=[O:36])[C:25]([Cl:41])=[CH:24][N:23]=1. (9) Given the product [NH:40]1[C:35]2[CH:36]=[CH:37][CH:38]=[CH:39][C:34]=2[N:41]=[C:16]1[CH:9]1[N:8]([C:6]([C:31]2[CH:30]=[CH:29][C:28]([C:19]3[CH:20]=[CH:21][CH:22]=[CH:23][CH:24]=3)=[CH:33][CH:32]=2)=[O:7])[CH2:12][C:11](=[CH:13][C:14]#[N:15])[CH2:10]1, predict the reactants needed to synthesize it. The reactants are: C(O[C:6]([N:8]1[CH2:12][C:11](=[CH:13][C:14]#[N:15])[CH2:10][C@H:9]1[C:16](O)=O)=[O:7])(C)(C)C.[C:19]1([C:28]2[CH:33]=[CH:32][CH:31]=[CH:30][CH:29]=2)[CH:24]=[CH:23][C:22](C(Cl)=O)=[CH:21][CH:20]=1.[C:34]1([NH2:41])[C:35]([NH2:40])=[CH:36][CH:37]=[CH:38][CH:39]=1.